From a dataset of Reaction yield outcomes from USPTO patents with 853,638 reactions. Predict the reaction yield, written as a fraction of the theoretical maximum amount of product (1.0 means a 100% yield; for example, 0.34 means a 34% yield). (1) The reactants are Br[C:2]1[CH:24]=[CH:23][C:5]2[C:6]3[N:7]([CH:11]=[C:12]([C:14]4[N:15]([CH:20]([CH3:22])[CH3:21])[CH:16]=[C:17]([CH3:19])[N:18]=4)[N:13]=3)[CH2:8][CH2:9][O:10][C:4]=2[CH:3]=1.[CH3:25][C:26]([OH:43])([CH3:42])[CH2:27][N:28]1[CH:32]=[C:31](B2OC(C)(C)C(C)(C)O2)[CH:30]=[N:29]1. No catalyst specified. The product is [CH:20]([N:15]1[CH:16]=[C:17]([CH3:19])[N:18]=[C:14]1[C:12]1[N:13]=[C:6]2[C:5]3[CH:23]=[CH:24][C:2]([C:31]4[CH:30]=[N:29][N:28]([CH2:27][C:26]([CH3:42])([OH:43])[CH3:25])[CH:32]=4)=[CH:3][C:4]=3[O:10][CH2:9][CH2:8][N:7]2[CH:11]=1)([CH3:22])[CH3:21]. The yield is 0.220. (2) The reactants are C([N:8]1[CH2:13][CH2:12][CH:11]([N:14]2[CH2:18][C:17]3=[CH:19][N:20]=[C:21]([CH3:22])[N:16]3[C:15]2=[O:23])[CH2:10][CH2:9]1)C1C=CC=CC=1. The catalyst is [Pd].CO. The product is [CH3:22][C:21]1[N:16]2[C:15](=[O:23])[N:14]([CH:11]3[CH2:12][CH2:13][NH:8][CH2:9][CH2:10]3)[CH2:18][C:17]2=[CH:19][N:20]=1. The yield is 0.830. (3) The reactants are C1(N=C=NC2CCCCC2)CCCCC1.[OH:16][C@@H:17]([C@@H:21]([NH:29][C:30](=[O:39])[C:31]1[CH:36]=[CH:35][CH:34]=[C:33]([OH:37])[C:32]=1[CH3:38])[CH2:22][C:23]1[CH:28]=[CH:27][CH:26]=[CH:25][CH:24]=1)[C:18]([OH:20])=O.[CH3:40][C:41]1[CH:57]=[CH:56][CH:55]=[CH:54][C:42]=1[CH2:43][NH:44][C:45]([C@@H:47]1[C:51]([CH3:53])([CH3:52])[S:50][CH2:49][NH:48]1)=[O:46].C1C=CC2N(O)N=NC=2C=1.O. The catalyst is C(OC(C)C)(=O)C.C(OCC)(=O)C.O1CCCC1. The product is [CH3:40][C:41]1[CH:57]=[CH:56][CH:55]=[CH:54][C:42]=1[CH2:43][NH:44][C:45]([C@@H:47]1[C:51]([CH3:53])([CH3:52])[S:50][CH2:49][N:48]1[C:18](=[O:20])[C@@H:17]([OH:16])[C@@H:21]([NH:29][C:30](=[O:39])[C:31]1[CH:36]=[CH:35][CH:34]=[C:33]([OH:37])[C:32]=1[CH3:38])[CH2:22][C:23]1[CH:28]=[CH:27][CH:26]=[CH:25][CH:24]=1)=[O:46]. The yield is 0.641.